This data is from Peptide-MHC class II binding affinity with 134,281 pairs from IEDB. The task is: Regression. Given a peptide amino acid sequence and an MHC pseudo amino acid sequence, predict their binding affinity value. This is MHC class II binding data. (1) The peptide sequence is GELQAVDKIDAAFKI. The binding affinity (normalized) is 0.753. The MHC is DRB3_0101 with pseudo-sequence DRB3_0101. (2) The peptide sequence is NDKFTVFEGAFNKAI. The MHC is DRB1_0405 with pseudo-sequence DRB1_0405. The binding affinity (normalized) is 0.578. (3) The peptide sequence is EQKYFAATQFEPLAA. The MHC is DRB1_0701 with pseudo-sequence DRB1_0701. The binding affinity (normalized) is 0.717. (4) The peptide sequence is IISTFHLSIPNFNQY. The MHC is DRB3_0101 with pseudo-sequence DRB3_0101. The binding affinity (normalized) is 0.287. (5) The peptide sequence is LRLSALRGLFSAVIE. The MHC is DRB1_1101 with pseudo-sequence DRB1_1101. The binding affinity (normalized) is 0.180. (6) The peptide sequence is RGYFKMRTGKSSIMRS. The MHC is HLA-DQA10101-DQB10501 with pseudo-sequence HLA-DQA10101-DQB10501. The binding affinity (normalized) is 0.222. (7) The peptide sequence is LRLGKEFIRCLALPF. The MHC is DRB1_0301 with pseudo-sequence DRB1_0301. The binding affinity (normalized) is 0.518. (8) The MHC is DRB1_1501 with pseudo-sequence DRB1_1501. The peptide sequence is TKKFDEVVKANGGYL. The binding affinity (normalized) is 0.521.